Predict the reaction yield, written as a fraction of the theoretical maximum amount of product (1.0 means a 100% yield; for example, 0.34 means a 34% yield). From a dataset of Reaction yield outcomes from USPTO patents with 853,638 reactions. (1) The reactants are [C:1]([NH:4][CH2:5][C:6]1[CH:11]=[CH:10][C:9]([C:12]2[N:21]=[C:20]([C:22]([OH:24])=O)[C:19]3[C:14](=[CH:15][CH:16]=[CH:17][CH:18]=3)[N:13]=2)=[CH:8][CH:7]=1)(=[O:3])[CH3:2].Cl.[OH:26][C:27]1[C:36]([O:37][CH3:38])=[CH:35][CH:34]=[C:33]2[C:28]=1[CH2:29][CH2:30][NH:31][CH2:32]2. No catalyst specified. The product is [C:1]([NH:4][CH2:5][C:6]1[CH:7]=[CH:8][C:9]([C:12]2[N:21]=[C:20]([C:22]([N:31]3[CH2:30][CH2:29][C:28]4[C:33](=[CH:34][CH:35]=[C:36]([O:37][CH3:38])[C:27]=4[OH:26])[CH2:32]3)=[O:24])[C:19]3[C:14](=[CH:15][CH:16]=[CH:17][CH:18]=3)[N:13]=2)=[CH:10][CH:11]=1)(=[O:3])[CH3:2]. The yield is 0.150. (2) The reactants are [CH3:1][C:2]1[CH:7]=[CH:6][CH:5]=[C:4]([CH3:8])[C:3]=1B(O)O.[NH2:12][C:13]1[N:14]=[C:15]([N:24]2[CH2:29][CH2:28][N:27]([C:30](=[O:40])[CH2:31][O:32][C:33]3[CH:38]=[CH:37][C:36]([Cl:39])=[CH:35][CH:34]=3)[CH2:26][CH2:25]2)[C:16]2[N:22]=[C:21](Cl)[CH:20]=[CH:19][C:17]=2[N:18]=1. No catalyst specified. The product is [NH2:12][C:13]1[N:14]=[C:15]([N:24]2[CH2:25][CH2:26][N:27]([C:30](=[O:40])[CH2:31][O:32][C:33]3[CH:38]=[CH:37][C:36]([Cl:39])=[CH:35][CH:34]=3)[CH2:28][CH2:29]2)[C:16]2[N:22]=[C:21]([C:3]3[C:2]([CH3:1])=[CH:7][CH:6]=[CH:5][C:4]=3[CH3:8])[CH:20]=[CH:19][C:17]=2[N:18]=1. The yield is 0.870.